Dataset: Full USPTO retrosynthesis dataset with 1.9M reactions from patents (1976-2016). Task: Predict the reactants needed to synthesize the given product. (1) Given the product [CH3:1][C:2]1[O:3][CH:4]=[C:5]([CH2:7][O:8][S:17]([CH3:16])(=[O:19])=[O:18])[N:6]=1, predict the reactants needed to synthesize it. The reactants are: [CH3:1][C:2]1[O:3][CH:4]=[C:5]([CH2:7][OH:8])[N:6]=1.C(N(CC)CC)C.[CH3:16][S:17](Cl)(=[O:19])=[O:18]. (2) Given the product [CH:1]1([C@:4]([OH:28])([CH3:27])[CH2:5][NH:6][C:7]([C:9]2[CH:14]=[N:13][C:12]([CH2:30][CH2:29][C:31]3[CH:32]=[N:33][CH:34]=[CH:35][CH:36]=3)=[C:11]([C:16]3[CH:21]=[CH:20][C:19]([O:22][C:23]([F:26])([F:25])[F:24])=[CH:18][CH:17]=3)[N:10]=2)=[O:8])[CH2:3][CH2:2]1, predict the reactants needed to synthesize it. The reactants are: [CH:1]1([C@:4]([OH:28])([CH3:27])[CH2:5][NH:6][C:7]([C:9]2[CH:14]=[N:13][C:12](Br)=[C:11]([C:16]3[CH:21]=[CH:20][C:19]([O:22][C:23]([F:26])([F:25])[F:24])=[CH:18][CH:17]=3)[N:10]=2)=[O:8])[CH2:3][CH2:2]1.[C:29]([C:31]1[CH:32]=[N:33][CH:34]=[CH:35][CH:36]=1)#[CH:30]. (3) Given the product [NH2:8][C:6]1[CH:5]=[CH:4][C:3]([P:11]([CH3:16])(=[O:15])[O:12][CH2:13][CH3:14])=[C:2]([Cl:1])[CH:7]=1, predict the reactants needed to synthesize it. The reactants are: [Cl:1][C:2]1[CH:7]=[C:6]([N+:8]([O-])=O)[CH:5]=[CH:4][C:3]=1[P:11]([CH3:16])(=[O:15])[O:12][CH2:13][CH3:14].[NH4+].[Cl-].